Predict the reactants needed to synthesize the given product. From a dataset of Full USPTO retrosynthesis dataset with 1.9M reactions from patents (1976-2016). (1) Given the product [Br:11][C:9]1[CH:8]=[CH:7][C:5]([NH:6][C:12](=[O:14])[CH3:13])=[C:4]([N+:1]([O-:3])=[O:2])[CH:10]=1, predict the reactants needed to synthesize it. The reactants are: [N+:1]([C:4]1[CH:10]=[C:9]([Br:11])[CH:8]=[CH:7][C:5]=1[NH2:6])([O-:3])=[O:2].[C:12](OC(=O)C)(=[O:14])[CH3:13].C(Cl)(=O)C.N1C=CC=CC=1. (2) Given the product [F:41][C:2]([F:1])([F:40])[C:3]1[CH:4]=[C:5]([C@H:13]2[O:17][C:16](=[O:18])[N:15]([CH2:19][C:20]3[CH:25]=[C:24]([C:26]([F:28])([F:29])[F:27])[CH:23]=[CH:22][C:21]=3[C:30]3[C:35]([O:36][CH3:37])=[CH:34][CH:33]=[C:32]([CH3:38])[N+:31]=3[O-:50])[C@H:14]2[CH3:39])[CH:6]=[C:7]([C:9]([F:12])([F:11])[F:10])[CH:8]=1, predict the reactants needed to synthesize it. The reactants are: [F:1][C:2]([F:41])([F:40])[C:3]1[CH:4]=[C:5]([C@H:13]2[O:17][C:16](=[O:18])[N:15]([CH2:19][C:20]3[CH:25]=[C:24]([C:26]([F:29])([F:28])[F:27])[CH:23]=[CH:22][C:21]=3[C:30]3[C:35]([O:36][CH3:37])=[CH:34][CH:33]=[C:32]([CH3:38])[N:31]=3)[C@H:14]2[CH3:39])[CH:6]=[C:7]([C:9]([F:12])([F:11])[F:10])[CH:8]=1.C1C=C(Cl)C=C(C(OO)=[O:50])C=1. (3) Given the product [N:28]([C@@H:31]1[C@H:35]2[O:36][CH2:37][C@H:38]([NH:39][C:4]([CH:1]3[CH2:3][CH2:2]3)=[O:6])[C@H:34]2[O:33][CH2:32]1)=[N+:29]=[N-:30], predict the reactants needed to synthesize it. The reactants are: [CH:1]1([C:4]([OH:6])=O)[CH2:3][CH2:2]1.C1C=CC2N(O)N=NC=2C=1.CCN=C=NCCCN(C)C.[N:28]([C@@H:31]1[C@H:35]2[O:36][CH2:37][C@H:38]([NH2:39])[C@H:34]2[O:33][CH2:32]1)=[N+:29]=[N-:30]. (4) Given the product [C:1]([O:5][C:6]([N:8]1[CH2:13][CH:12]=[C:11]([C:28]2[CH:29]=[CH:30][C:25]([C:22]([OH:24])=[O:23])=[CH:26][CH:27]=2)[CH2:10][CH2:9]1)=[O:7])([CH3:4])([CH3:3])[CH3:2], predict the reactants needed to synthesize it. The reactants are: [C:1]([O:5][C:6]([N:8]1[CH2:13][CH:12]=[C:11](OS(C(F)(F)F)(=O)=O)[CH2:10][CH2:9]1)=[O:7])([CH3:4])([CH3:3])[CH3:2].[C:22]([C:25]1[CH:30]=[CH:29][C:28](OB(O)O)=[CH:27][CH:26]=1)([OH:24])=[O:23].[Cl-].[Li+].C(=O)([O-])[O-].[Na+].[Na+].Cl. (5) Given the product [F:34][C:30]1[CH:29]=[C:28]2[C:33]([C:24]([NH:22][C:9]3[N:8]=[C:7]([N:4]4[CH2:3][CH2:2][O:1][CH2:6][CH2:5]4)[N:15]=[C:14]4[C:10]=3[N:11]=[CH:12][NH:13]4)=[C:25]([CH3:41])[C:26]([C:35]3[CH:40]=[CH:39][CH:38]=[CH:37][N:36]=3)=[N:27]2)=[CH:32][CH:31]=1, predict the reactants needed to synthesize it. The reactants are: [O:1]1[CH2:6][CH2:5][N:4]([C:7]2[N:15]=[C:14]3[C:10]([N:11]=[CH:12][N:13]3C3CCCCO3)=[C:9]([NH2:22])[N:8]=2)[CH2:3][CH2:2]1.Cl[C:24]1[C:33]2[C:28](=[CH:29][C:30]([F:34])=[CH:31][CH:32]=2)[N:27]=[C:26]([C:35]2[CH:40]=[CH:39][CH:38]=[CH:37][N:36]=2)[C:25]=1[CH3:41].CC(C)([O-])C.[Na+].CC(C1C=C(C(C)C)C(C2C=CC=CC=2P(C2CCCCC2)C2CCCCC2)=C(C(C)C)C=1)C. (6) Given the product [NH2:9][C:10]1[S:11][C:12]([Br:1])=[C:13]([C:15]([CH3:18])([CH3:17])[CH3:16])[N:14]=1, predict the reactants needed to synthesize it. The reactants are: [Br:1]N1C(=O)CCC1=O.[NH2:9][C:10]1[S:11][CH:12]=[C:13]([C:15]([CH3:18])([CH3:17])[CH3:16])[N:14]=1.CCCCCC.